From a dataset of Forward reaction prediction with 1.9M reactions from USPTO patents (1976-2016). Predict the product of the given reaction. Given the reactants [Br:1]Br.[C:3]([C:5]1[CH:9]=[C:8]([CH2:10][C:11]([NH:14][C:15](=[O:21])[O:16][C:17]([CH3:20])([CH3:19])[CH3:18])([CH3:13])[CH3:12])[N:7]([CH2:22][CH2:23][O:24][CH3:25])[N:6]=1)#[N:4].C([O-])(=O)C.[K+].S(=O)(O)[O-].[Na+], predict the reaction product. The product is: [Br:1][C:9]1[C:5]([C:3]#[N:4])=[N:6][N:7]([CH2:22][CH2:23][O:24][CH3:25])[C:8]=1[CH2:10][C:11]([NH:14][C:15](=[O:21])[O:16][C:17]([CH3:18])([CH3:19])[CH3:20])([CH3:13])[CH3:12].